From a dataset of Forward reaction prediction with 1.9M reactions from USPTO patents (1976-2016). Predict the product of the given reaction. (1) Given the reactants [Br:1][C:2]1[CH:7]=[C:6]([F:8])[CH:5]=[C:4]([N+]([O-])=O)[C:3]=1/[CH:12]=[CH:13]/[N:14](C)C.[OH-].[Na+], predict the reaction product. The product is: [Br:1][C:2]1[CH:7]=[C:6]([F:8])[CH:5]=[C:4]2[C:3]=1[CH:12]=[CH:13][NH:14]2. (2) Given the reactants [F:1][C:2]1[C:7]([F:8])=[CH:6][CH:5]=[CH:4][C:3]=1/[CH:9]=[CH:10]/[C:11]([O:13][CH3:14])=[O:12].C(O)(=[O:24])C=CC1C=CC=CC=1, predict the reaction product. The product is: [F:1][C:2]1[C:7]([F:8])=[CH:6][CH:5]=[CH:4][C:3]=1[CH2:9][C@@H:10]([OH:24])[C:11]([O:13][CH3:14])=[O:12].